From a dataset of Forward reaction prediction with 1.9M reactions from USPTO patents (1976-2016). Predict the product of the given reaction. (1) Given the reactants [O:1]1[C:5]2[CH:6]=[CH:7][C:8]([CH2:10][C:11]3[N:20]4[N:21]=[C:22]([NH2:24])[N:23]=[C:19]4[C:18]4[C:17](F)=[CH:16][C:15]([F:26])=[CH:14][C:13]=4[N:12]=3)=[CH:9][C:4]=2[O:3][CH2:2]1.O1C2C=CC(CC3N4N=C(N)N=C4C4C=CC(F)=CC=4N=3)=CC=2OC1.[OH:52][CH2:53][CH2:54][NH2:55], predict the reaction product. The product is: [NH2:24][C:22]1[N:23]=[C:19]2[N:20]([C:11]([CH2:10][C:8]3[CH:7]=[CH:6][C:5]4[O:1][CH2:2][O:3][C:4]=4[CH:9]=3)=[N:12][C:13]3[CH:14]=[C:15]([F:26])[CH:16]=[C:17]([NH:55][CH2:54][CH2:53][OH:52])[C:18]=32)[N:21]=1. (2) Given the reactants O.[I-:2].[I-].[I-].[I-].[CH2:6]([C:8]1[C:21]2[C:12](=[S+:13][C:14]3[C:19]([N:20]=2)=[C:18]([CH2:22][CH3:23])[CH:17]=[CH:16][CH:15]=3)[CH:11]=[CH:10][CH:9]=1)[CH3:7].C(C1C2C(=[S+]C3C(N=2)=C(CC)C=CC=3)C=CC=1)C.C(C1C2C(=[S+]C3C(N=2)=C(CC)C=CC=3)C=CC=1)C.C(C1C2C(=[S+]C3C(N=2)=C(CC)C=CC=3)C=CC=1)C.Cl.[NH:79]1[CH2:82][CH2:81][CH2:80]1.C(N(CC)CC)C.[NH:90]1[CH2:95][CH2:94][O:93][CH2:92][CH2:91]1, predict the reaction product. The product is: [I-:2].[N:79]1([C:10]2[CH:9]=[C:8]([CH2:6][CH3:7])[C:21]3[C:12]([CH:11]=2)=[S+:13][C:14]2[C:19](=[C:18]([CH2:22][CH3:23])[CH:17]=[C:16]([N:90]4[CH2:95][CH2:94][O:93][CH2:92][CH2:91]4)[CH:15]=2)[N:20]=3)[CH2:82][CH2:81][CH2:80]1. (3) The product is: [CH2:8]([O:12][C:13]1[N:21]=[C:20]2[C:16]([N:17]=[C:18]([O:22][CH3:23])[N:19]2[CH2:32][CH2:33][CH2:34][NH:42][CH2:41][CH:37]2[CH2:38][CH2:39][CH2:40][O:36]2)=[C:15]([NH2:24])[N:14]=1)[CH2:9][CH2:10][CH3:11]. Given the reactants FC(F)(F)C(O)=O.[CH2:8]([O:12][C:13]1[NH:14][C:15]([NH2:24])=[C:16]2[C:20]([N:21]=1)=[N:19][C:18]([O:22][CH3:23])=[N:17]2)[CH2:9][CH2:10][CH3:11].C([O-])([O-])=O.[K+].[K+].Br[CH2:32][CH2:33][CH2:34]Br.[O:36]1[CH2:40][CH2:39][CH2:38][CH:37]1[CH2:41][NH2:42].C(N(CC)CC)C, predict the reaction product. (4) Given the reactants [CH:1](NC(C)C)(C)C.[Li]CCCC.[Br:13][C:14]1[CH:21]=[CH:20][C:17]([C:18]#[N:19])=[C:16]([F:22])[CH:15]=1.CI, predict the reaction product. The product is: [Br:13][C:14]1[CH:21]=[CH:20][C:17]([C:18]#[N:19])=[C:16]([F:22])[C:15]=1[CH3:1]. (5) The product is: [C:31]([O:30][C:28]([N:23]([CH2:24][CH2:25][O:26][CH3:27])[CH2:22][CH2:21][CH:9]1[CH2:10][N:11]([CH2:14][C:15]2[CH:20]=[CH:19][CH:18]=[CH:17][CH:16]=2)[CH2:12][CH2:13][N:8]1[CH2:1][C:2]1[CH:7]=[CH:6][CH:5]=[CH:4][CH:3]=1)=[O:29])([CH3:34])([CH3:33])[CH3:32]. Given the reactants [CH2:1]([N:8]1[CH2:13][CH2:12][N:11]([CH2:14][C:15]2[CH:20]=[CH:19][CH:18]=[CH:17][CH:16]=2)[CH2:10][CH:9]1[CH2:21][CH2:22][NH:23][CH2:24][CH2:25][O:26][CH3:27])[C:2]1[CH:7]=[CH:6][CH:5]=[CH:4][CH:3]=1.[C:28](O[C:28]([O:30][C:31]([CH3:34])([CH3:33])[CH3:32])=[O:29])([O:30][C:31]([CH3:34])([CH3:33])[CH3:32])=[O:29].C(N(CC)CC)C, predict the reaction product.